This data is from Catalyst prediction with 721,799 reactions and 888 catalyst types from USPTO. The task is: Predict which catalyst facilitates the given reaction. (1) Reactant: [Cl:1][C:2]1[CH:3]=[C:4]2[C:9](=[CH:10][CH:11]=1)[CH:8]=[C:7]([S:12]([C:15]#[C:16][C:17]([OH:19])=O)(=[O:14])=[O:13])[CH:6]=[CH:5]2.C1C=CC2N(O)N=NC=2C=1.CCN=C=NCCCN(C)C.[NH:41]1[CH2:46][CH2:45][CH:44]([N:47]2[CH2:51][CH2:50][CH2:49][C:48]2=[O:52])[CH2:43][CH2:42]1. Product: [Cl:1][C:2]1[CH:3]=[C:4]2[C:9](=[CH:10][CH:11]=1)[CH:8]=[C:7]([S:12]([CH2:15][CH2:16][C:17]([N:41]1[CH2:42][CH2:43][CH:44]([N:47]3[CH2:51][CH2:50][CH2:49][C:48]3=[O:52])[CH2:45][CH2:46]1)=[O:19])(=[O:13])=[O:14])[CH:6]=[CH:5]2. The catalyst class is: 338. (2) Reactant: [OH-].[Li+].[N:3]1([CH2:8][CH2:9][CH2:10][C:11]2[CH:16]=[C:15]([F:17])[CH:14]=[CH:13][C:12]=2[S:18]([NH:21][C:22]2[C:31]([C:32]([O:34]C)=[O:33])=[C:30]3[C:25]([C@H:26]4[CH2:38][CH2:37][O:36][C@H:27]4[CH2:28][O:29]3)=[CH:24][CH:23]=2)(=[O:20])=[O:19])[CH2:7][CH2:6][CH2:5][CH2:4]1.C(O)=O. Product: [N:3]1([CH2:8][CH2:9][CH2:10][C:11]2[CH:16]=[C:15]([F:17])[CH:14]=[CH:13][C:12]=2[S:18]([NH:21][C:22]2[C:31]([C:32]([OH:34])=[O:33])=[C:30]3[C:25]([C@H:26]4[CH2:38][CH2:37][O:36][C@H:27]4[CH2:28][O:29]3)=[CH:24][CH:23]=2)(=[O:20])=[O:19])[CH2:7][CH2:6][CH2:5][CH2:4]1. The catalyst class is: 38.